This data is from Full USPTO retrosynthesis dataset with 1.9M reactions from patents (1976-2016). The task is: Predict the reactants needed to synthesize the given product. (1) The reactants are: [Cl:1][C:2]1[C:11]2[N:10]([CH3:12])[O:9][CH:8]3[N:13]([C:19]([O:21][C:22]([CH3:25])([CH3:24])[CH3:23])=[O:20])[C@H:14]([C:16]([OH:18])=[O:17])[CH2:15][C@@:7]3([O:26][C:27]([O:29][C:30]([CH3:33])([CH3:32])[CH3:31])=[O:28])[C:6]=2[CH:5]=[CH:4][CH:3]=1.CN1C=CN=C1.C1(C)C=C(C)C=C(C)C=1S(N1C=NC([N+]([O-])=O)=N1)(=O)=O.[C:60]([O:63][CH:64]1[C:73]([CH3:74])=[CH:72][CH:71]2[C:66]([OH:81])([CH:67]([CH3:80])[CH2:68][CH2:69][CH:70]2[C:75]([CH3:79])=[C:76]([Cl:78])[Cl:77])[CH:65]1O)(=[O:62])[CH3:61]. Given the product [Cl:1][C:2]1[C:11]2[N:10]([CH3:12])[O:9][C@H:8]3[N:13]([C:19]([O:21][C:22]([CH3:25])([CH3:24])[CH3:23])=[O:20])[C@H:14]([C:16]([O:18][C@@H:65]4[C@:66]5([OH:81])[C@H:71]([C@H:70]([C:75]([CH3:79])=[C:76]([Cl:78])[Cl:77])[CH2:69][CH2:68][C@H:67]5[CH3:80])[CH:72]=[C:73]([CH3:74])[C@H:64]4[O:63][C:60](=[O:62])[CH3:61])=[O:17])[CH2:15][C@@:7]3([O:26][C:27]([O:29][C:30]([CH3:33])([CH3:32])[CH3:31])=[O:28])[C:6]=2[CH:5]=[CH:4][CH:3]=1, predict the reactants needed to synthesize it. (2) Given the product [OH:23][C:9]1[C:8]([C:6]([OH:7])=[O:5])=[C:17]([CH3:18])[C:16]2[C:11](=[CH:12][C:13]([C:19]([F:21])([F:20])[F:22])=[CH:14][CH:15]=2)[N:10]=1, predict the reactants needed to synthesize it. The reactants are: [Li+].[OH-].C([O:5][C:6]([C:8]1[C:9]([OH:23])=[N:10][C:11]2[C:16]([C:17]=1[CH3:18])=[CH:15][CH:14]=[C:13]([C:19]([F:22])([F:21])[F:20])[CH:12]=2)=[O:7])C. (3) Given the product [C:42]([C:39]1[CH:38]=[CH:37][C:36]([CH2:35][CH:23]([C:22]([C:13]2[NH:12][C:20]3[C:15]([CH:14]=2)=[CH:16][C:17]([Cl:21])=[CH:18][CH:19]=3)=[O:46])[CH2:24][C:25]2[CH:26]=[CH:27][C:28]([C:29]([O:31][CH3:32])=[O:30])=[CH:33][CH:34]=2)=[CH:41][CH:40]=1)([CH3:45])([CH3:43])[CH3:44], predict the reactants needed to synthesize it. The reactants are: [Al+3].[Cl-].[Cl-].[Cl-].C([N:12]1[C:20]2[C:15](=[CH:16][C:17]([Cl:21])=[CH:18][CH:19]=2)[CH:14]=[C:13]1[C:22](=[O:46])[CH:23]([CH2:35][C:36]1[CH:41]=[CH:40][C:39]([C:42]([CH3:45])([CH3:44])[CH3:43])=[CH:38][CH:37]=1)[CH2:24][C:25]1[CH:34]=[CH:33][C:28]([C:29]([O:31][CH3:32])=[O:30])=[CH:27][CH:26]=1)C1C=CC=CC=1.C1(OC)C=CC=CC=1. (4) Given the product [Br:1][C:2]1[CH:3]=[CH:4][C:5]([N:13]2[CH2:14][CH2:15][C@H:11]([N:10]([CH3:16])[CH3:9])[CH2:12]2)=[N:6][CH:7]=1, predict the reactants needed to synthesize it. The reactants are: [Br:1][C:2]1[CH:3]=[CH:4][C:5](I)=[N:6][CH:7]=1.[CH3:9][N:10]([CH3:16])[C@H:11]1[CH2:15][CH2:14][NH:13][CH2:12]1. (5) The reactants are: [CH2:1]([S:3]([C:6]1[CH:7]=[C:8]([C:12]2[CH:20]=[CH:19][C:18]([OH:21])=[C:17]3[C:13]=2[C:14]2[CH:25]=[C:24]([CH3:26])[CH:23]=[N:22][C:15]=2[NH:16]3)[CH:9]=[CH:10][CH:11]=1)(=[O:5])=[O:4])[CH3:2].[CH2:27]([O:34]CCO)[C:28]1C=CC=CC=1. Given the product [CH2:1]([S:3]([C:6]1[CH:7]=[C:8]([C:12]2[CH:20]=[CH:19][C:18]([O:21][CH2:28][CH2:27][OH:34])=[C:17]3[C:13]=2[C:14]2[CH:25]=[C:24]([CH3:26])[CH:23]=[N:22][C:15]=2[NH:16]3)[CH:9]=[CH:10][CH:11]=1)(=[O:5])=[O:4])[CH3:2], predict the reactants needed to synthesize it. (6) Given the product [CH2:1]([C:3]1([CH3:23])[CH:8]([CH3:9])[C:7](=[N:25][NH:26][C:27]([NH2:29])=[O:28])[CH2:6][C:5]([CH2:12][CH3:13])([CH3:11])[N:4]1[O:14][CH:15]([C:17]1[CH:18]=[CH:19][CH:20]=[CH:21][CH:22]=1)[CH3:16])[CH3:2], predict the reactants needed to synthesize it. The reactants are: [CH2:1]([C:3]1([CH3:23])[CH:8]([CH3:9])[C:7](=O)[CH2:6][C:5]([CH2:12][CH3:13])([CH3:11])[N:4]1[O:14][CH:15]([C:17]1[CH:22]=[CH:21][CH:20]=[CH:19][CH:18]=1)[CH3:16])[CH3:2].Cl.[NH2:25][NH:26][C:27]([NH2:29])=[O:28].